Dataset: Acute oral toxicity (LD50) regression data from Zhu et al.. Task: Regression/Classification. Given a drug SMILES string, predict its toxicity properties. Task type varies by dataset: regression for continuous values (e.g., LD50, hERG inhibition percentage) or binary classification for toxic/non-toxic outcomes (e.g., AMES mutagenicity, cardiotoxicity, hepatotoxicity). Dataset: ld50_zhu. (1) The molecule is CC[Si](Cl)(Cl)Cl. The rat oral LD50 is 2.09, given as -log10 of the dose in mol/kg body weight (higher means more acutely toxic). (2) The drug is CCC(C)(CC)C(=O)OCC(C)C. The rat oral LD50 is 2.66, given as -log10 of the dose in mol/kg body weight (higher means more acutely toxic). (3) The molecule is CCOP(=S)(OCC)Sc1ccc(C)cc1. The rat oral LD50 is 2.94, given as -log10 of the dose in mol/kg body weight (higher means more acutely toxic). (4) The drug is Clc1ccc(N=Nc2ccc(Cl)c(Cl)c2)cc1Cl. The rat oral LD50 is 1.81, given as -log10 of the dose in mol/kg body weight (higher means more acutely toxic). (5) The compound is CNc1nc2cc(Cl)ccc2o1. The rat oral LD50 is 2.26, given as -log10 of the dose in mol/kg body weight (higher means more acutely toxic). (6) The drug is CCC(C=O)CC. The rat oral LD50 is 1.40, given as -log10 of the dose in mol/kg body weight (higher means more acutely toxic).